Dataset: Full USPTO retrosynthesis dataset with 1.9M reactions from patents (1976-2016). Task: Predict the reactants needed to synthesize the given product. (1) The reactants are: [Cl:1][C:2]1[N:7]=[C:6](Cl)[C:5]([Cl:9])=[CH:4][N:3]=1.[CH3:10][P:11]([C:14]1[CH:20]=[CH:19][C:17]([NH2:18])=[CH:16][CH:15]=1)([CH3:13])=[O:12].C(=O)([O-])[O-].[K+].[K+].C(=O)(O)[O-].[Na+]. Given the product [Cl:1][C:2]1[N:7]=[C:6]([NH:18][C:17]2[CH:16]=[CH:15][C:14]([P:11]([CH3:13])([CH3:10])=[O:12])=[CH:20][CH:19]=2)[C:5]([Cl:9])=[CH:4][N:3]=1, predict the reactants needed to synthesize it. (2) Given the product [Br:26][C:27]1[CH:28]=[C:29]([C:40]2[CH:45]=[CH:44][C:43]([O:46][CH2:2][CH2:3][O:4][C:5]3[CH:25]=[CH:24][C:8]([N:9]([C:10]4[CH:15]=[CH:14][C:13]([Cl:16])=[CH:12][CH:11]=4)[C:17]4[CH:22]=[CH:21][C:20]([Cl:23])=[CH:19][CH:18]=4)=[CH:7][CH:6]=3)=[CH:42][CH:41]=2)[S:30][C:31]=1[C:32]1[CH:33]=[CH:34][C:35]([O:38][CH3:39])=[CH:36][CH:37]=1, predict the reactants needed to synthesize it. The reactants are: Br[CH2:2][CH2:3][O:4][C:5]1[CH:25]=[CH:24][C:8]([N:9]([C:17]2[CH:22]=[CH:21][C:20]([Cl:23])=[CH:19][CH:18]=2)[C:10]2[CH:15]=[CH:14][C:13]([Cl:16])=[CH:12][CH:11]=2)=[CH:7][CH:6]=1.[Br:26][C:27]1[CH:28]=[C:29]([C:40]2[CH:45]=[CH:44][C:43]([OH:46])=[CH:42][CH:41]=2)[S:30][C:31]=1[C:32]1[CH:37]=[CH:36][C:35]([O:38][CH3:39])=[CH:34][CH:33]=1.C(=O)([O-])[O-].[Cs+].[Cs+].C(Cl)Cl.